This data is from Catalyst prediction with 721,799 reactions and 888 catalyst types from USPTO. The task is: Predict which catalyst facilitates the given reaction. (1) Reactant: [OH-].[Na+].[OH:3][C:4]1[C:16]([C:17]([F:20])([F:19])[F:18])=[CH:15][CH:14]=[C:13]([CH2:21][O:22][C:23]2[CH:28]=[CH:27][C:26]([C:29]3[CH:34]=[CH:33][C:32]([CH2:35][C:36]([O:38]C)=[O:37])=[CH:31][CH:30]=3)=[CH:25][CH:24]=2)[C:5]=1[C:6]([O:8][C:9]([CH3:12])([CH3:11])[CH3:10])=[O:7].Cl. Product: [C:9]([O:8][C:6]([C:5]1[C:4]([OH:3])=[C:16]([C:17]([F:18])([F:19])[F:20])[CH:15]=[CH:14][C:13]=1[CH2:21][O:22][C:23]1[CH:24]=[CH:25][C:26]([C:29]2[CH:34]=[CH:33][C:32]([CH2:35][C:36]([OH:38])=[O:37])=[CH:31][CH:30]=2)=[CH:27][CH:28]=1)=[O:7])([CH3:12])([CH3:10])[CH3:11]. The catalyst class is: 7. (2) Reactant: Cl[C:2]1[C:3]2[S:22][CH2:21][CH2:20][C:4]=2[N:5]=[C:6]([N:8]2[CH2:13][CH2:12][N:11]([C:14]3[CH:19]=[CH:18][CH:17]=[CH:16][CH:15]=3)[CH2:10][CH2:9]2)[N:7]=1.[C:23]1([NH2:29])[CH:28]=[CH:27][CH:26]=[CH:25][CH:24]=1. Product: [CH:23]1([NH:29][C:2]2[C:3]3[S:22][CH2:21][CH2:20][C:4]=3[N:5]=[C:6]([N:8]3[CH2:13][CH2:12][N:11]([C:14]4[CH:19]=[CH:18][CH:17]=[CH:16][CH:15]=4)[CH2:10][CH2:9]3)[N:7]=2)[CH2:28][CH2:27][CH2:26][CH2:25][CH2:24]1. The catalyst class is: 6. (3) Reactant: [Cl:1][C:2]1[S:6][C:5]([C:7]#[C:8][Si](C)(C)C)=[C:4]([CH2:13][CH2:14][CH2:15][CH2:16][CH2:17][CH2:18][CH2:19][CH2:20][CH2:21][CH2:22][CH2:23][CH3:24])[CH:3]=1.C(=O)([O-])[O-].[K+].[K+]. Product: [Cl:1][C:2]1[S:6][C:5]([C:7]#[CH:8])=[C:4]([CH2:13][CH2:14][CH2:15][CH2:16][CH2:17][CH2:18][CH2:19][CH2:20][CH2:21][CH2:22][CH2:23][CH3:24])[CH:3]=1. The catalyst class is: 138. (4) Reactant: [Si:1]([O:18][CH2:19][C@H:20]1[CH2:22][C@H:21]1[CH2:23]O)([C:14]([CH3:17])([CH3:16])[CH3:15])([C:8]1[CH:13]=[CH:12][CH:11]=[CH:10][CH:9]=1)[C:2]1[CH:7]=[CH:6][CH:5]=[CH:4][CH:3]=1.C1(P(C2C=CC=CC=2)C2C=CC=CC=2)C=CC=CC=1.C(Br)(Br)(Br)[Br:45].O. Product: [Br:45][CH2:23][C@H:21]1[CH2:22][C@H:20]1[CH2:19][O:18][Si:1]([C:14]([CH3:17])([CH3:16])[CH3:15])([C:8]1[CH:13]=[CH:12][CH:11]=[CH:10][CH:9]=1)[C:2]1[CH:7]=[CH:6][CH:5]=[CH:4][CH:3]=1. The catalyst class is: 4. (5) Reactant: [CH2:1]([NH2:4])[CH2:2][NH2:3].[C:5](O[C:5]([O:7][C:8]([CH3:11])([CH3:10])[CH3:9])=[O:6])([O:7][C:8]([CH3:11])([CH3:10])[CH3:9])=[O:6]. The catalyst class is: 4. Product: [NH2:3][CH2:2][CH2:1][NH:4][C:5]([O:7][C:8]([CH3:11])([CH3:10])[CH3:9])=[O:6].